This data is from Catalyst prediction with 721,799 reactions and 888 catalyst types from USPTO. The task is: Predict which catalyst facilitates the given reaction. Reactant: C([O:3][C:4](=[O:52])[C@@H:5]([CH:49]([CH3:51])[CH3:50])[C:6](C(OCC)=O)(C(OCCC)=O)[C:7](=[O:37])[C@@H:8]([NH:29][C:30]([O:32][C:33]([CH3:36])([CH3:35])[CH3:34])=[O:31])[CH2:9][C@H:10]([CH2:14][C:15]1[CH:20]=[CH:19][C:18]([O:21][CH3:22])=[C:17]([O:23][CH2:24][CH2:25][CH2:26][O:27][CH3:28])[CH:16]=1)[CH:11]([CH3:13])[CH3:12])C.[OH-].[Na+]. Product: [C:33]([O:32][C:30]([NH:29][C@@H:8]([CH2:9][C@H:10]([CH2:14][C:15]1[CH:20]=[CH:19][C:18]([O:21][CH3:22])=[C:17]([O:23][CH2:24][CH2:25][CH2:26][O:27][CH3:28])[CH:16]=1)[CH:11]([CH3:12])[CH3:13])[C:7](=[O:37])[CH2:6][C@@H:5]([CH:49]([CH3:50])[CH3:51])[C:4]([OH:52])=[O:3])=[O:31])([CH3:36])([CH3:34])[CH3:35]. The catalyst class is: 8.